Predict the product of the given reaction. From a dataset of Forward reaction prediction with 1.9M reactions from USPTO patents (1976-2016). (1) Given the reactants CC([O:5]C(OC(OC(C)(C)C)=O)=O)(C)C.[Br:16][C:17]1[CH:18]=[CH:19][C:20]([S:25][CH2:26][CH3:27])=[C:21]([CH:24]=1)[CH2:22]N.O, predict the reaction product. The product is: [Br:16][C:17]1[CH:18]=[CH:19][C:20]([S:25][CH2:26][CH3:27])=[C:21]([CH:24]=1)[CH:22]=[O:5]. (2) The product is: [CH2:1]([NH:8][C:9]([NH:11][N:12]([CH2:14][C:15]([NH:39][C@@H:40]([CH2:64][C:65]1[CH:70]=[CH:69][C:68]([O:71][C:72]([CH3:75])([CH3:74])[CH3:73])=[CH:67][CH:66]=1)[C:41]([N:43]([C@@H:55]([CH3:63])[CH:56]([O:60][CH2:61][CH3:62])[O:57][CH2:58][CH3:59])[CH2:44][C:45]1[C:54]2[C:49](=[CH:50][CH:51]=[CH:52][CH:53]=2)[CH:48]=[CH:47][CH:46]=1)=[O:42])=[O:17])[CH3:13])=[O:10])[C:2]1[CH:3]=[CH:4][CH:5]=[CH:6][CH:7]=1. Given the reactants [CH2:1]([NH:8][C:9]([NH:11][N:12]([CH2:14][C:15]([OH:17])=O)[CH3:13])=[O:10])[C:2]1[CH:7]=[CH:6][CH:5]=[CH:4][CH:3]=1.OC1C2N=NNC=2C=CC=1.C(N=C=NCCCN(C)C)C.[NH2:39][C@@H:40]([CH2:64][C:65]1[CH:70]=[CH:69][C:68]([O:71][C:72]([CH3:75])([CH3:74])[CH3:73])=[CH:67][CH:66]=1)[C:41]([N:43]([C@@H:55]([CH3:63])[CH:56]([O:60][CH2:61][CH3:62])[O:57][CH2:58][CH3:59])[CH2:44][C:45]1[C:54]2[C:49](=[CH:50][CH:51]=[CH:52][CH:53]=2)[CH:48]=[CH:47][CH:46]=1)=[O:42], predict the reaction product. (3) The product is: [C:4]1([CH:2]([CH3:3])[CH3:1])[CH:9]=[CH:8][CH:7]=[CH:6][CH:5]=1. Given the reactants [CH3:1][C:2]([C:4]1[CH:9]=[CH:8][CH:7]=[CH:6][CH:5]=1)=[CH2:3].C1(C(C)C)C=CC=CC=1.C1(O)C=CC=CC=1.[O-]O.C1(C(C)C)C=CC=CC=1, predict the reaction product. (4) Given the reactants C([O:8][CH2:9][C:10]1[C@@H:11]([OH:34])[CH2:12][C@H:13]([C:15]2[CH:16]=[N:17][N:18]3[C:23]([NH:24][C@@H:25]4[C:33]5[C:28](=[CH:29][CH:30]=[CH:31][CH:32]=5)[CH2:27][CH2:26]4)=[N:22][CH:21]=[N:20][C:19]=23)[CH:14]=1)C1C=CC=CC=1, predict the reaction product. The product is: [C@@H:25]1([NH:24][C:23]2[N:18]3[N:17]=[CH:16][C:15]([C@H:13]4[CH2:12][C@H:11]([OH:34])[C@@H:10]([CH2:9][OH:8])[CH2:14]4)=[C:19]3[N:20]=[CH:21][N:22]=2)[C:33]2[C:28](=[CH:29][CH:30]=[CH:31][CH:32]=2)[CH2:27][CH2:26]1. (5) Given the reactants [OH:1][C:2]1[CH:7]=[CH:6][C:5]([CH2:8][CH2:9][C:10]([O:12]C)=[O:11])=[CH:4][CH:3]=1.[CH2:14]([C:16]1[CH:21]=[CH:20][CH:19]=[C:18]([CH3:22])[C:17]=1[C:23]1[CH:28]=[CH:27][CH:26]=[C:25]([CH2:29]O)[CH:24]=1)[CH3:15], predict the reaction product. The product is: [CH2:14]([C:16]1[CH:21]=[CH:20][CH:19]=[C:18]([CH3:22])[C:17]=1[C:23]1[CH:28]=[CH:27][CH:26]=[C:25]([CH2:29][O:1][C:2]2[CH:3]=[CH:4][C:5]([CH2:8][CH2:9][C:10]([OH:12])=[O:11])=[CH:6][CH:7]=2)[CH:24]=1)[CH3:15]. (6) Given the reactants C[O:2][C:3]([C:5]1[CH:25]=[CH:24][C:8]([CH2:9][N:10]2[CH2:15][CH2:14][N:13]([C:16]([O:18][C:19]([CH3:22])([CH3:21])[CH3:20])=[O:17])[C@@H:12]([CH3:23])[CH2:11]2)=[C:7]([C:26]([F:29])([F:28])[F:27])[CH:6]=1)=[O:4].[OH-].[Na+], predict the reaction product. The product is: [C:19]([O:18][C:16]([N:13]1[CH2:14][CH2:15][N:10]([CH2:9][C:8]2[CH:24]=[CH:25][C:5]([C:3]([OH:4])=[O:2])=[CH:6][C:7]=2[C:26]([F:28])([F:29])[F:27])[CH2:11][C@@H:12]1[CH3:23])=[O:17])([CH3:22])([CH3:20])[CH3:21]. (7) Given the reactants O[C:2]1[N:3]=[C:4]2[CH2:11][CH2:10][C@@H:9]([C:12]([O:14][CH2:15][CH3:16])=[O:13])[N:5]2[C:6](=[O:8])[CH:7]=1.O(Cl)[Cl:18].[P+5], predict the reaction product. The product is: [Cl:18][C:2]1[N:3]=[C:4]2[CH2:11][CH2:10][C@@H:9]([C:12]([O:14][CH2:15][CH3:16])=[O:13])[N:5]2[C:6](=[O:8])[CH:7]=1. (8) Given the reactants [OH:1][CH2:2][CH2:3][CH2:4][C:5]1[CH:6]=[C:7]([CH:11]=[C:12]([O:16][CH3:17])[C:13]=1[O:14][CH3:15])[C:8]([OH:10])=[O:9].[CH2:18](Br)[CH:19]=[CH2:20], predict the reaction product. The product is: [CH2:20]([O:1][CH2:2][CH2:3][CH2:4][C:5]1[CH:6]=[C:7]([CH:11]=[C:12]([O:16][CH3:17])[C:13]=1[O:14][CH3:15])[C:8]([OH:10])=[O:9])[CH:19]=[CH2:18]. (9) The product is: [CH3:12][C:24]1[CH:23]=[CH:22][C:27]([S:17]([O:4][CH2:3][C:2]([F:1])([F:11])[C:5]2[CH:10]=[CH:9][CH:8]=[CH:7][N:6]=2)(=[O:19])=[O:18])=[CH:26][CH:25]=1. Given the reactants [F:1][C:2]([F:11])([C:5]1[CH:10]=[CH:9][CH:8]=[CH:7][N:6]=1)[CH2:3][OH:4].[CH3:12]S([O-])(=O)=O.[S:17](Cl)(Cl)(=[O:19])=[O:18].[CH3:22][CH2:23][CH2:24][CH2:25][CH2:26][CH3:27], predict the reaction product.